Regression. Given two drug SMILES strings and cell line genomic features, predict the synergy score measuring deviation from expected non-interaction effect. From a dataset of NCI-60 drug combinations with 297,098 pairs across 59 cell lines. (1) Drug 1: COCCOC1=C(C=C2C(=C1)C(=NC=N2)NC3=CC=CC(=C3)C#C)OCCOC. Drug 2: CC(C)(C#N)C1=CC=C(C=C1)N2C3=C4C=C(C=CC4=NC=C3N(C2=O)C)C5=CC6=CC=CC=C6N=C5. Cell line: UACC62. Synergy scores: CSS=65.6, Synergy_ZIP=5.12, Synergy_Bliss=4.79, Synergy_Loewe=5.62, Synergy_HSA=10.6. (2) Drug 1: CC12CCC3C(C1CCC2O)C(CC4=C3C=CC(=C4)O)CCCCCCCCCS(=O)CCCC(C(F)(F)F)(F)F. Drug 2: CC1C(C(CC(O1)OC2CC(CC3=C2C(=C4C(=C3O)C(=O)C5=CC=CC=C5C4=O)O)(C(=O)C)O)N)O. Cell line: NCI-H522. Synergy scores: CSS=35.2, Synergy_ZIP=-0.784, Synergy_Bliss=0.591, Synergy_Loewe=-11.3, Synergy_HSA=0.0664.